From a dataset of Forward reaction prediction with 1.9M reactions from USPTO patents (1976-2016). Predict the product of the given reaction. (1) Given the reactants [NH:1]1[CH:5]=[C:4](/[CH:6]=[C:7]2\[CH2:8][N:9]([C:14]([C:27]3[CH:32]=[CH:31][CH:30]=[CH:29][CH:28]=3)([C:21]3[CH:26]=[CH:25][CH:24]=[CH:23][CH:22]=3)[C:15]3[CH:20]=[CH:19][CH:18]=[CH:17][CH:16]=3)[CH2:10][CH2:11][CH:12]\2[OH:13])[CH:3]=[N:2]1.Br[CH2:34][C:35]([O:37][CH3:38])=[O:36].C(=O)([O-])[O-].[K+].[K+].[I-].[K+], predict the reaction product. The product is: [CH3:38][O:37][C:35]([CH2:34][N:1]1[CH:5]=[C:4](/[CH:6]=[C:7]2\[CH2:8][N:9]([C:14]([C:21]3[CH:22]=[CH:23][CH:24]=[CH:25][CH:26]=3)([C:15]3[CH:20]=[CH:19][CH:18]=[CH:17][CH:16]=3)[C:27]3[CH:32]=[CH:31][CH:30]=[CH:29][CH:28]=3)[CH2:10][CH2:11][CH:12]\2[OH:13])[CH:3]=[N:2]1)=[O:36]. (2) Given the reactants [CH3:1][O:2][C:3]1[CH:4]=[C:5]2[C:10](=[CH:11][C:12]=1[O:13][CH3:14])[N:9]=[CH:8][N:7]=[C:6]2O.P(Cl)(Cl)([Cl:18])=O.C(NC(C)C)(C)C, predict the reaction product. The product is: [Cl:18][C:6]1[C:5]2[C:10](=[CH:11][C:12]([O:13][CH3:14])=[C:3]([O:2][CH3:1])[CH:4]=2)[N:9]=[CH:8][N:7]=1. (3) Given the reactants [Cl:1][C:2]1[CH:3]=[C:4]([NH:13][C:14]([CH:16]2[CH2:20][CH2:19][CH2:18][CH2:17]2)=[O:15])[C:5]([CH3:12])=[C:6]([CH:11]=1)[C:7]([O:9][CH3:10])=[O:8].[H-].[Na+].[CH3:23]I, predict the reaction product. The product is: [Cl:1][C:2]1[CH:3]=[C:4]([N:13]([CH3:23])[C:14]([CH:16]2[CH2:17][CH2:18][CH2:19][CH2:20]2)=[O:15])[C:5]([CH3:12])=[C:6]([CH:11]=1)[C:7]([O:9][CH3:10])=[O:8]. (4) Given the reactants [NH2:1][CH2:2][C@H:3]1[N:8]([C:9]([C:11]2[N:12]=[C:13]([CH3:23])[S:14][C:15]=2[C:16]2[CH:21]=[CH:20][CH:19]=[C:18]([Cl:22])[CH:17]=2)=[O:10])[CH2:7][C@H:6]2[C@@H:4]1[CH2:5]2.[F:24][C:25]([F:36])([F:35])[C:26]1[CH:27]=[C:28]([CH:32]=[CH:33][CH:34]=1)[C:29](O)=[O:30], predict the reaction product. The product is: [Cl:22][C:18]1[CH:17]=[C:16]([C:15]2[S:14][C:13]([CH3:23])=[N:12][C:11]=2[C:9]([N:8]2[CH2:7][C@H:6]3[C@H:4]([CH2:5]3)[C@H:3]2[CH2:2][NH:1][C:29](=[O:30])[C:28]2[CH:32]=[CH:33][CH:34]=[C:26]([C:25]([F:24])([F:35])[F:36])[CH:27]=2)=[O:10])[CH:21]=[CH:20][CH:19]=1.